From a dataset of Reaction yield outcomes from USPTO patents with 853,638 reactions. Predict the reaction yield, written as a fraction of the theoretical maximum amount of product (1.0 means a 100% yield; for example, 0.34 means a 34% yield). (1) The reactants are [Cl-].[CH2:2]([O:4][C:5](=[O:16])[C:6]1[CH:11]=[CH:10][C:9]([CH2:12][C:13]([OH:15])=O)=[CH:8][CH:7]=1)[CH3:3].CN(C)C=O.O[NH:23][C:24](=[NH:35])[CH2:25][O:26][C:27]1[CH:32]=[CH:31][C:30]([O:33][CH3:34])=[CH:29][CH:28]=1. The catalyst is C1C=CC=CC=1. The yield is 0.310. The product is [CH2:2]([O:4][C:5](=[O:16])[C:6]1[CH:7]=[CH:8][C:9]([CH2:12][C:13]2[O:15][N:23]=[C:24]([CH2:25][O:26][C:27]3[CH:32]=[CH:31][C:30]([O:33][CH3:34])=[CH:29][CH:28]=3)[N:35]=2)=[CH:10][CH:11]=1)[CH3:3]. (2) The reactants are [C:1]([C:5]1[CH:35]=[C:8]2[N:9]=[C:10]([CH3:34])[C:11]([CH:22]([CH2:27][C:28]3C=CC=C[CH:29]=3)[C:23]([O:25]C)=[O:24])=[C:12]([C:13]3[CH:21]=[C:20]4[C:16]([CH:17]=[CH:18][NH:19]4)=[CH:15][CH:14]=3)[N:7]2[N:6]=1)([CH3:4])([CH3:3])[CH3:2].[OH-].[Na+]. The catalyst is CO. The product is [C:1]([C:5]1[CH:35]=[C:8]2[N:9]=[C:10]([CH3:34])[C:11]([CH:22]([CH2:27][CH2:28][CH3:29])[C:23]([OH:25])=[O:24])=[C:12]([C:13]3[CH:21]=[C:20]4[C:16]([CH:17]=[CH:18][NH:19]4)=[CH:15][CH:14]=3)[N:7]2[N:6]=1)([CH3:3])([CH3:4])[CH3:2]. The yield is 0.110. (3) The reactants are [CH:1]1([CH:4]2[CH2:13][C:12](=O)[C:11]3[C:6](=[CH:7][C:8]([O:15][CH3:16])=[CH:9][CH:10]=3)[O:5]2)[CH2:3][CH2:2]1.C([O-])(=O)C.[Na+].Cl.[NH2:23][OH:24]. The catalyst is CO. The product is [CH:1]1([CH:4]2[CH2:13][C:12](=[N:23][OH:24])[C:11]3[C:6](=[CH:7][C:8]([O:15][CH3:16])=[CH:9][CH:10]=3)[O:5]2)[CH2:3][CH2:2]1. The yield is 0.860. (4) The reactants are [Br:1][C:2]1[CH:7]=[CH:6][C:5]([C:8]2([C:12](O)=[O:13])[CH2:11][CH2:10][CH2:9]2)=[C:4]([O:15][CH3:16])[CH:3]=1.B.O1CCCC1. The catalyst is O1CCCC1. The product is [Br:1][C:2]1[CH:7]=[CH:6][C:5]([C:8]2([CH2:12][OH:13])[CH2:9][CH2:10][CH2:11]2)=[C:4]([O:15][CH3:16])[CH:3]=1. The yield is 0.920. (5) The reactants are Br[C:2]1[CH:3]=[C:4]([NH:10][C:11]2[CH:24]=[C:14]3[CH2:15][N:16]([CH2:19][C:20]([F:23])([F:22])[F:21])[CH2:17][CH2:18][N:13]3[N:12]=2)[C:5](=[O:9])[N:6]([CH3:8])[CH:7]=1.[B:25]1([B:25]2[O:29][C:28]([CH3:31])([CH3:30])[C:27]([CH3:33])([CH3:32])[O:26]2)[O:29][C:28]([CH3:31])([CH3:30])[C:27]([CH3:33])([CH3:32])[O:26]1.CC(C1C=C(C(C)C)C(C2C=CC=CC=2P(C2CCCCC2)C2CCCCC2)=C(C(C)C)C=1)C.C([O-])(=O)C.[K+]. The catalyst is C1C=CC(/C=C/C(/C=C/C2C=CC=CC=2)=O)=CC=1.C1C=CC(/C=C/C(/C=C/C2C=CC=CC=2)=O)=CC=1.C1C=CC(/C=C/C(/C=C/C2C=CC=CC=2)=O)=CC=1.[Pd].[Pd].O1CCOCC1. The product is [CH3:8][N:6]1[CH:7]=[C:2]([B:25]2[O:29][C:28]([CH3:31])([CH3:30])[C:27]([CH3:33])([CH3:32])[O:26]2)[CH:3]=[C:4]([NH:10][C:11]2[CH:24]=[C:14]3[CH2:15][N:16]([CH2:19][C:20]([F:23])([F:22])[F:21])[CH2:17][CH2:18][N:13]3[N:12]=2)[C:5]1=[O:9]. The yield is 0.900.